Dataset: Catalyst prediction with 721,799 reactions and 888 catalyst types from USPTO. Task: Predict which catalyst facilitates the given reaction. (1) Reactant: Br[CH2:2][C:3](=[O:5])[CH3:4].[NH2:6][C@@H:7]([CH3:10])[CH2:8][OH:9].O. Product: [OH:9][CH2:8][C@@H:7]([NH:6][CH2:2][C:3](=[O:5])[CH3:4])[CH3:10]. The catalyst class is: 2. (2) Reactant: [Cl:1][C:2]1[N:6]([CH2:7][O:8][CH2:9][CH2:10][O:11][CH3:12])[C:5]2[CH:13]=[CH:14][C:15]([C:17]([OH:19])=O)=[CH:16][C:4]=2[N:3]=1.CN(C(ON1N=NC2C=CC=NC1=2)=[N+](C)C)C.F[P-](F)(F)(F)(F)F.CCN(C(C)C)C(C)C.[NH2:53][C:54]1[CH:59]=[CH:58][CH:57]=[CH:56][CH:55]=1. Product: [C:54]1([NH:53][C:17]([C:15]2[CH:14]=[CH:13][C:5]3[N:6]([CH2:7][O:8][CH2:9][CH2:10][O:11][CH3:12])[C:2]([Cl:1])=[N:3][C:4]=3[CH:16]=2)=[O:19])[CH:59]=[CH:58][CH:57]=[CH:56][CH:55]=1. The catalyst class is: 192.